This data is from Peptide-MHC class II binding affinity with 134,281 pairs from IEDB. The task is: Regression. Given a peptide amino acid sequence and an MHC pseudo amino acid sequence, predict their binding affinity value. This is MHC class II binding data. (1) The peptide sequence is RRMWASAQNISGAGW. The MHC is DRB1_0701 with pseudo-sequence DRB1_0701. The binding affinity (normalized) is 0.373. (2) The peptide sequence is THSWEYWGAQLNAMK. The MHC is DRB1_0405 with pseudo-sequence DRB1_0405. The binding affinity (normalized) is 0.481. (3) The peptide sequence is NALSMMPEAMTIVML. The MHC is DRB1_1301 with pseudo-sequence DRB1_1301. The binding affinity (normalized) is 0.530. (4) The peptide sequence is AERTVTVRRVGPGGRAV. The MHC is DRB5_0101 with pseudo-sequence DRB5_0101. The binding affinity (normalized) is 0.918. (5) The peptide sequence is IKHIYAISSAALSAS. The MHC is DRB1_0802 with pseudo-sequence DRB1_0802. The binding affinity (normalized) is 0.782. (6) The peptide sequence is YIMGDVELLETTDLE. The MHC is DRB1_0101 with pseudo-sequence DRB1_0101. The binding affinity (normalized) is 0.466. (7) The peptide sequence is DALTLRTATNIWIDH. The MHC is DRB1_0701 with pseudo-sequence DRB1_0701. The binding affinity (normalized) is 0.755. (8) The peptide sequence is PNTDGIHIGDSSKVT. The MHC is HLA-DPA10201-DPB11401 with pseudo-sequence HLA-DPA10201-DPB11401. The binding affinity (normalized) is 0. (9) The peptide sequence is KNHVLFLQMMNVNLQ. The MHC is DRB1_0401 with pseudo-sequence DRB1_0401. The binding affinity (normalized) is 0.680.